This data is from Catalyst prediction with 721,799 reactions and 888 catalyst types from USPTO. The task is: Predict which catalyst facilitates the given reaction. (1) Reactant: [CH2:1]=[CH:2][CH2:3][CH2:4]CC.[CH2:7]([OH:19])[CH2:8][CH2:9][CH2:10][CH2:11][CH2:12][CH2:13][CH2:14][CH2:15][CH2:16][CH:17]=[CH2:18]. Product: [CH2:7]([OH:19])[CH2:8][CH2:9][CH2:10][CH2:11][CH2:12][CH2:13][CH2:14][CH2:15][CH2:16]/[CH:17]=[CH:18]\[CH2:1][CH2:2][CH2:3][CH3:4]. The catalyst class is: 11. (2) Reactant: [F:1][C:2]([F:13])([F:12])[C:3]([N:5]1[CH2:10][CH:9]2[CH2:11][CH:6]1[CH2:7][NH:8]2)=[O:4].[C:14]([O:18][C:19]([NH:21][C@H:22]([CH2:27][C:28]1[CH:33]=[C:32]([F:34])[C:31]([F:35])=[CH:30][C:29]=1[F:36])[CH2:23][C:24](O)=[O:25])=[O:20])([CH3:17])([CH3:16])[CH3:15].C(N(CC)CC)C.C(N=C=NCCCN(C)C)C. Product: [O:25]=[C:24]([N:8]1[CH2:7][CH:6]2[CH2:11][CH:9]1[CH2:10][N:5]2[C:3](=[O:4])[C:2]([F:1])([F:12])[F:13])[CH2:23][C@H:22]([NH:21][C:19](=[O:20])[O:18][C:14]([CH3:16])([CH3:15])[CH3:17])[CH2:27][C:28]1[CH:33]=[C:32]([F:34])[C:31]([F:35])=[CH:30][C:29]=1[F:36]. The catalyst class is: 35. (3) Reactant: [Br:1][C:2]1[CH:8]=[CH:7][C:5]([NH2:6])=[CH:4][C:3]=1[F:9].P(Cl)(Cl)Cl.[Cl:14][C:15]1[CH:23]=[C:19]([C:20](O)=[O:21])[C:18]([OH:24])=[CH:17][CH:16]=1.C(=O)([O-])O.[Na+]. Product: [Br:1][C:2]1[CH:8]=[CH:7][C:5]([NH:6][C:20](=[O:21])[C:19]2[CH:23]=[C:15]([Cl:14])[CH:16]=[CH:17][C:18]=2[OH:24])=[CH:4][C:3]=1[F:9]. The catalyst class is: 11. (4) Reactant: C(OC(=O)[N:7]([S:34]([NH2:37])(=[O:36])=[O:35])[CH2:8][C@@H:9]1[CH2:13][C@@H:12]([O:14][C:15]2[CH:20]=[C:19]([NH:21][C@@H:22]3[C:30]4[C:25](=[CH:26][CH:27]=[CH:28][CH:29]=4)[CH2:24][C@@H:23]3[O:31][CH3:32])[N:18]=[CH:17][N:16]=2)[CH2:11][C@@H:10]1[OH:33])(C)(C)C.FC(F)(F)C(O)=O. Product: [OH:33][C@H:10]1[CH2:11][C@H:12]([O:14][C:15]2[CH:20]=[C:19]([NH:21][C@@H:22]3[C:30]4[C:25](=[CH:26][CH:27]=[CH:28][CH:29]=4)[CH2:24][C@@H:23]3[O:31][CH3:32])[N:18]=[CH:17][N:16]=2)[CH2:13][C@H:9]1[CH2:8][NH:7][S:34]([NH2:37])(=[O:36])=[O:35]. The catalyst class is: 11. (5) Reactant: [CH:1]([Mg]Br)=[CH2:2].[O:5]1[C:10]2[CH:11]=[CH:12][C:13]([CH:15]=[O:16])=[CH:14][C:9]=2[O:8][CH2:7][CH2:6]1.[Cl-].[NH4+]. Product: [OH:16][CH:15]([C:13]1[CH:12]=[CH:11][C:10]2[O:5][CH2:6][CH2:7][O:8][C:9]=2[CH:14]=1)[CH:1]=[CH2:2]. The catalyst class is: 7. (6) Reactant: [NH2:1][C:2]1[C:3]([C:7]([OH:9])=O)=[N:4][O:5][N:6]=1.[Cl:10][C:11]1[N:16]=[C:15]([NH2:17])[CH:14]=[CH:13][CH:12]=1.C(N(CC)C(C)C)(C)C.C([O-])(O)=O.[Na+]. Product: [NH2:1][C:2]1[C:3]([C:7]([NH:17][C:15]2[CH:14]=[CH:13][CH:12]=[C:11]([Cl:10])[N:16]=2)=[O:9])=[N:4][O:5][N:6]=1. The catalyst class is: 9. (7) Reactant: [CH:1]1[C:10]2[C:5](=[CH:6][C:7]([CH:11]([CH3:19])[C:12]([O:14]C(C)(C)C)=[O:13])=[CH:8][CH:9]=2)[CH:4]=[CH:3][N:2]=1.FC(F)(F)C(O)=O. Product: [CH:1]1[C:10]2[C:5](=[CH:6][C:7]([CH:11]([CH3:19])[C:12]([OH:14])=[O:13])=[CH:8][CH:9]=2)[CH:4]=[CH:3][N:2]=1. The catalyst class is: 4. (8) Reactant: [Br:1][C:2]1[CH:3]=[C:4]([NH2:9])[C:5](Cl)=[N:6][CH:7]=1.[S-:10][C:11]#[N:12].[K+]. Product: [Br:1][C:2]1[CH:3]=[C:4]2[N:9]=[C:11]([NH2:12])[S:10][C:5]2=[N:6][CH:7]=1. The catalyst class is: 33. (9) Reactant: C([C@@H]1COC(=O)N1[C:10](=[O:34])[C@:11]([CH2:31][O:32][CH3:33])([CH3:30])/[CH:12]=[CH:13]/[C:14]1[CH:23]=[C:22]2[C:17]([CH:18]=[CH:19][C:20]([C@H:24](OC(=O)C)[CH3:25])=[N:21]2)=[CH:16][CH:15]=1)(C)C.OO.[OH-:37].[Li+].S(S([O-])=O)([O-])(=O)=[O:40].[Na+].[Na+].Cl. Product: [OH:37][C@@H:24]([C:20]1[CH:19]=[CH:18][C:17]2[C:22](=[CH:23][C:14](/[CH:13]=[CH:12]/[C@@:11]([CH2:31][O:32][CH3:33])([CH3:30])[C:10]([OH:34])=[O:40])=[CH:15][CH:16]=2)[N:21]=1)[CH3:25]. The catalyst class is: 30.